From a dataset of Reaction yield outcomes from USPTO patents with 853,638 reactions. Predict the reaction yield, written as a fraction of the theoretical maximum amount of product (1.0 means a 100% yield; for example, 0.34 means a 34% yield). (1) The reactants are [CH:1]([C:4]1[CH:9]=[CH:8][C:7]([C:10]2[CH:18]=[CH:17][CH:16]=[C:15]3[C:11]=2[CH:12]=[CH:13][CH2:14]3)=[CH:6][CH:5]=1)([CH3:3])[CH3:2].[Br:19]N1C(=O)CCC1=O.C1(C)C=CC(S(O)(=O)=O)=CC=1. The catalyst is C1(C)C=CC=CC=1.O.CS(C)=O. The product is [Br:19][C:13]1[CH2:14][C:15]2[C:11]([CH:12]=1)=[C:10]([C:7]1[CH:8]=[CH:9][C:4]([CH:1]([CH3:3])[CH3:2])=[CH:5][CH:6]=1)[CH:18]=[CH:17][CH:16]=2. The yield is 0.960. (2) The reactants are [OH:1][C@H:2]1[CH2:7][CH2:6][CH2:5][CH2:4][C@@H:3]1[O:8][C:9]1[CH:14]=[CH:13][C:12]([N:15]2[C:20](=[O:21])[C:19]([CH2:22][C:23]3[CH:28]=[CH:27][C:26]([C:29]4[CH:34]=[CH:33][CH:32]=[CH:31][C:30]=4[C:35]4[NH:39][C:38](=[O:40])[O:37][N:36]=4)=[CH:25][CH:24]=3)=[C:18]([CH2:41][CH2:42][CH3:43])[N:17]=[C:16]2[CH3:44])=[CH:11][CH:10]=1.CC(OI1(OC(C)=O)(OC(C)=O)OC(=O)C2C1=CC=CC=2)=O.C(OCC)(=O)C.S([O-])([O-])(=O)=S.[Na+].[Na+]. The catalyst is C(Cl)Cl.O. The product is [CH3:44][C:16]1[N:15]([C:12]2[CH:11]=[CH:10][C:9]([O:8][CH:3]3[CH2:4][CH2:5][CH2:6][CH2:7][C:2]3=[O:1])=[CH:14][CH:13]=2)[C:20](=[O:21])[C:19]([CH2:22][C:23]2[CH:28]=[CH:27][C:26]([C:29]3[CH:34]=[CH:33][CH:32]=[CH:31][C:30]=3[C:35]3[NH:39][C:38](=[O:40])[O:37][N:36]=3)=[CH:25][CH:24]=2)=[C:18]([CH2:41][CH2:42][CH3:43])[N:17]=1. The yield is 0.900. (3) The reactants are Cl[C:2]1[CH:7]=[CH:6][C:5]([N+:8]([O-:10])=[O:9])=[C:4]([O:11][CH3:12])[CH:3]=1.[C:13]([O:17][C:18]([N:20]1[CH2:25][CH:24]=[C:23](B2OC(C)(C)C(C)(C)O2)[CH2:22][CH2:21]1)=[O:19])([CH3:16])([CH3:15])[CH3:14].C(=O)(O)[O-].[K+].O. The catalyst is C1C=CC([P]([Pd]([P](C2C=CC=CC=2)(C2C=CC=CC=2)C2C=CC=CC=2)([P](C2C=CC=CC=2)(C2C=CC=CC=2)C2C=CC=CC=2)[P](C2C=CC=CC=2)(C2C=CC=CC=2)C2C=CC=CC=2)(C2C=CC=CC=2)C2C=CC=CC=2)=CC=1.O1CCOCC1. The product is [C:13]([O:17][C:18]([N:20]1[CH2:21][CH:22]=[C:23]([C:2]2[CH:7]=[CH:6][C:5]([N+:8]([O-:10])=[O:9])=[C:4]([O:11][CH3:12])[CH:3]=2)[CH2:24][CH2:25]1)=[O:19])([CH3:16])([CH3:14])[CH3:15]. The yield is 0.900. (4) The yield is 0.660. The product is [CH:1]1([C:4]2[CH:5]=[N:6][N:7]([CH3:17])[C:8]=2[C:9]2[CH:10]=[C:11]([C:14]([NH:18][C@@H:19]([CH2:32][C:33]3[CH:38]=[CH:37][CH:36]=[CH:35][C:34]=3[C:39]([F:42])([F:40])[F:41])[CH2:20][N:21]3[C:29](=[O:30])[C:28]4[C:23](=[CH:24][CH:25]=[CH:26][CH:27]=4)[C:22]3=[O:31])=[O:16])[S:12][CH:13]=2)[CH2:2][CH2:3]1. The catalyst is C(Cl)(Cl)Cl. The reactants are [CH:1]1([C:4]2[CH:5]=[N:6][N:7]([CH3:17])[C:8]=2[C:9]2[CH:10]=[C:11]([C:14]([OH:16])=O)[S:12][CH:13]=2)[CH2:3][CH2:2]1.[NH2:18][C@@H:19]([CH2:32][C:33]1[CH:38]=[CH:37][CH:36]=[CH:35][C:34]=1[C:39]([F:42])([F:41])[F:40])[CH2:20][N:21]1[C:29](=[O:30])[C:28]2[C:23](=[CH:24][CH:25]=[CH:26][CH:27]=2)[C:22]1=[O:31].C1CN([P+](Br)(N2CCCC2)N2CCCC2)CC1.F[P-](F)(F)(F)(F)F.CCN(C(C)C)C(C)C. (5) The reactants are [F:1][C:2]([F:17])([F:16])[S:3]([NH:6][C:7]1[CH:12]=[CH:11][CH:10]=[C:9]([N+:13]([O-])=O)[CH:8]=1)(=[O:5])=[O:4]. The catalyst is C(O)C.[Pd]. The product is [NH2:13][C:9]1[CH:8]=[C:7]([NH:6][S:3]([C:2]([F:17])([F:1])[F:16])(=[O:5])=[O:4])[CH:12]=[CH:11][CH:10]=1. The yield is 1.00. (6) The reactants are N[C:2]1[S:3][C:4]2[C:9]([NH:10][C@H:11]([CH2:14][CH:15]([CH3:17])[CH3:16])[CH2:12][OH:13])=[N:8][C:7]([S:18][CH2:19][C:20]3[CH:25]=[CH:24][CH:23]=[CH:22][CH:21]=3)=[N:6][C:5]=2[N:26]=1.C(ON=O)CC(C)C.C(Br)(Br)[Br:36]. The catalyst is C(#N)C. The product is [C:20]1([CH2:19][S:18][C:7]2[N:8]=[C:9]([NH:10][C@H:11]([CH2:14][CH:15]([CH3:17])[CH3:16])[CH2:12][OH:13])[C:4]3[S:3][C:2]([Br:36])=[N:26][C:5]=3[N:6]=2)[CH:25]=[CH:24][CH:23]=[CH:22][CH:21]=1. The yield is 0.400.